This data is from Full USPTO retrosynthesis dataset with 1.9M reactions from patents (1976-2016). The task is: Predict the reactants needed to synthesize the given product. (1) Given the product [CH2:25]([N:27]1[CH2:28][CH2:29][N:30]([CH2:33][C:34]2[CH:42]=[CH:41][C:37]([C:38]([NH:18][C:17]3[CH:19]=[CH:20][C:21]([CH3:22])=[C:15]([NH:14][C:10]4[N:9]=[C:8]([C:4]5[CH:5]=[N:6][CH:7]=[C:2]([Br:1])[CH:3]=5)[CH:13]=[CH:12][N:11]=4)[CH:16]=3)=[O:39])=[CH:36][C:35]=2[C:43]([F:46])([F:44])[F:45])[CH2:31][CH2:32]1)[CH3:26], predict the reactants needed to synthesize it. The reactants are: [Br:1][C:2]1[CH:3]=[C:4]([C:8]2[CH:13]=[CH:12][N:11]=[C:10]([NH:14][C:15]3[CH:16]=[C:17]([CH:19]=[CH:20][C:21]=3[CH3:22])[NH2:18])[N:9]=2)[CH:5]=[N:6][CH:7]=1.Cl.Cl.[CH2:25]([N:27]1[CH2:32][CH2:31][N:30]([CH2:33][C:34]2[CH:42]=[CH:41][C:37]([C:38](Cl)=[O:39])=[CH:36][C:35]=2[C:43]([F:46])([F:45])[F:44])[CH2:29][CH2:28]1)[CH3:26]. (2) Given the product [CH-:3]1[CH:7]=[CH:6][CH:5]=[CH:4]1.[CH-:8]1[CH:12]=[CH:11][CH:10]=[CH:9]1.[Ti+2:13], predict the reactants needed to synthesize it. The reactants are: [Cl-].[Cl-].[CH-:3]1[CH:7]=[CH:6][CH:5]=[CH:4]1.[CH-:8]1[CH:12]=[CH:11][CH:10]=[CH:9]1.[Ti+2:13].C[Li].ClC1C=C(C(OCC2(C3C=CC(F)=CC=3)CCN(C(OC(C)(C)C)=O)CC2)=O)C2C(=CN(COCC[Si](C)(C)C)N=2)C=1.C1(N(C)C2CCCCC2)CCCCC1.